From a dataset of Forward reaction prediction with 1.9M reactions from USPTO patents (1976-2016). Predict the product of the given reaction. (1) Given the reactants [F:1][C:2]1[CH:3]=[CH:4][C:5]([C:8]2[N:12]=[N:11][N:10]([CH3:13])[C:9]=2[CH2:14][O:15][C:16]2[CH:24]=[CH:23][C:19]([C:20]([OH:22])=O)=[CH:18][N:17]=2)=[N:6][CH:7]=1.[CH:25]([NH2:28])([CH3:27])[CH3:26], predict the reaction product. The product is: [F:1][C:2]1[CH:3]=[CH:4][C:5]([C:8]2[N:12]=[N:11][N:10]([CH3:13])[C:9]=2[CH2:14][O:15][C:16]2[CH:24]=[CH:23][C:19]([C:20]([NH:28][CH:25]([CH3:27])[CH3:26])=[O:22])=[CH:18][N:17]=2)=[N:6][CH:7]=1. (2) Given the reactants [OH:1][C:2]1[C:14]2[C:13]3[C:8](=[CH:9][CH:10]=[CH:11][CH:12]=3)[NH:7][C:6]=2[CH:5]=[CH:4][CH:3]=1.[CH2:15]([CH:17]1[O:19][CH2:18]1)Cl.C(=O)([O-])[O-].[K+].[K+], predict the reaction product. The product is: [O:19]1[CH2:18][CH:17]1[CH2:15][O:1][C:2]1[C:14]2[C:13]3[C:8](=[CH:9][CH:10]=[CH:11][CH:12]=3)[NH:7][C:6]=2[CH:5]=[CH:4][CH:3]=1.